This data is from Full USPTO retrosynthesis dataset with 1.9M reactions from patents (1976-2016). The task is: Predict the reactants needed to synthesize the given product. (1) Given the product [OH:17][C@H:12]([CH2:11][C:10]#[C:9][CH2:8][O:7][CH:2]1[CH2:3][CH2:4][CH2:5][CH2:6][O:1]1)[CH2:13][CH2:14][CH:15]=[O:18], predict the reactants needed to synthesize it. The reactants are: [O:1]1[CH2:6][CH2:5][CH2:4][CH2:3][CH:2]1[O:7][CH2:8][C:9]#[C:10][CH2:11][C@@H:12]([OH:17])[CH2:13][CH2:14][CH:15]=C.[O:18]1CCOCC1.I([O-])(=O)(=O)=O.[Na+].N1C(C)=CC=CC=1C. (2) Given the product [OH:39][C:36]1[CH:37]=[CH:38][C:33]([C@H:15]2[S:14][C:13]3[CH:50]=[C:9]([OH:8])[CH:10]=[CH:11][C:12]=3[O:17][C@H:16]2[C:18]2[CH:32]=[CH:31][C:21]([O:22][CH2:23][C@@H:24]([N:26]3[CH2:30][CH2:29][CH2:28][CH2:27]3)[CH3:25])=[CH:20][CH:19]=2)=[CH:34][CH:35]=1, predict the reactants needed to synthesize it. The reactants are: C([O:8][C:9]1[CH:10]=[CH:11][C:12]2[O:17][C@@H:16]([C:18]3[CH:32]=[CH:31][C:21]([O:22][CH2:23][C@@H:24]([N:26]4[CH2:30][CH2:29][CH2:28][CH2:27]4)[CH3:25])=[CH:20][CH:19]=3)[C@@H:15]([C:33]3[CH:38]=[CH:37][C:36]([O:39][Si](C(C)C)(C(C)C)C(C)C)=[CH:35][CH:34]=3)[S:14][C:13]=2[CH:50]=1)C1C=CC=CC=1.C([O-])=O.[NH4+]. (3) Given the product [CH3:1][C:2]1[C:7]2[C:17](=[O:18])[CH2:16][CH2:15][S:14][C:6]=2[CH2:5][CH2:4][C:3]=1[C:9]([O:11][CH2:12][CH3:13])=[O:10], predict the reactants needed to synthesize it. The reactants are: [CH3:1][C:2]1[CH:3]([C:9]([O:11][CH2:12][CH3:13])=[O:10])[CH2:4][CH2:5][C:6](=O)[CH:7]=1.[SH:14][CH2:15][CH2:16][C:17](O)=[O:18].C1(C)C=CC(S(O)(=O)=O)=CC=1.N1C=CC=CC=1.FC(F)(F)C(OC(=O)C(F)(F)F)=O.CS(O)(=O)=O.